The task is: Predict which catalyst facilitates the given reaction.. This data is from Catalyst prediction with 721,799 reactions and 888 catalyst types from USPTO. Reactant: [CH2:1]([O:4][CH2:5][C@H:6]([NH:11][C:12]([O:14][C:15]([CH3:18])([CH3:17])[CH3:16])=[O:13])[C:7]([O:9]C)=[O:8])[CH:2]=[CH2:3].BrCC=C. Product: [CH2:1]([O:4][CH2:5][C@H:6]([NH:11][C:12]([O:14][C:15]([CH3:18])([CH3:17])[CH3:16])=[O:13])[C:7]([OH:9])=[O:8])[CH:2]=[CH2:3]. The catalyst class is: 2.